From a dataset of Reaction yield outcomes from USPTO patents with 853,638 reactions. Predict the reaction yield, written as a fraction of the theoretical maximum amount of product (1.0 means a 100% yield; for example, 0.34 means a 34% yield). (1) The reactants are [C:1]([OH:4])(=O)[CH3:2].[C:5]([N:8]1[C:17]2[CH:16]=[CH:15][C:14]([NH2:18])=[CH:13][C:12]=2[C:11]2[N:19]([C:25]3[CH:33]=[CH:32][C:28]4[O:29][CH2:30][O:31][C:27]=4[CH:26]=3)[N:20]=[C:21]([C:22]([NH2:24])=[O:23])[C:10]=2[CH2:9]1)(=[O:7])[CH3:6].[Cl:34][C:35]1C=[CH:41][CH:40]=[CH:39][C:36]=1CCl. The catalyst is N1C=CC=CC=1. The product is [C:5]([N:8]1[C:17]2[CH:16]=[CH:15][C:14]([NH:18][C:1](=[O:4])[C:2]3[CH:41]=[CH:40][CH:39]=[CH:36][C:35]=3[Cl:34])=[CH:13][C:12]=2[C:11]2[N:19]([C:25]3[CH:33]=[CH:32][C:28]4[O:29][CH2:30][O:31][C:27]=4[CH:26]=3)[N:20]=[C:21]([C:22]([NH2:24])=[O:23])[C:10]=2[CH2:9]1)(=[O:7])[CH3:6]. The yield is 0.250. (2) The reactants are O[CH:2]1[CH2:7][CH2:6][CH:5]([C:8]([O:10][CH2:11][CH3:12])=[O:9])[C:4]([C:13]2[CH:18]=[CH:17][CH:16]=[CH:15][CH:14]=2)=[CH:3]1.S(Cl)([Cl:21])=O.CCOC(C)=O. The catalyst is C1(C)C=CC=CC=1. The product is [Cl:21][CH:2]1[CH2:7][CH2:6][CH:5]([C:8]([O:10][CH2:11][CH3:12])=[O:9])[C:4]([C:13]2[CH:18]=[CH:17][CH:16]=[CH:15][CH:14]=2)=[CH:3]1. The yield is 1.00. (3) The reactants are I[C:2]1[CH:7]=[CH:6][CH:5]=[C:4]([O:8][CH3:9])[CH:3]=1.[C:10]([O:14][C:15](=[O:18])[NH:16][NH2:17])([CH3:13])([CH3:12])[CH3:11].C([O-])([O-])=O.[Cs+].[Cs+].N1C2C(=CC=C3C=2N=CC=C3)C=CC=1. The catalyst is CN(C=O)C. The product is [CH3:9][O:8][C:4]1[CH:3]=[C:2]([N:16]([C:15]([O:14][C:10]([CH3:13])([CH3:12])[CH3:11])=[O:18])[NH2:17])[CH:7]=[CH:6][CH:5]=1. The yield is 0.800. (4) The reactants are [CH:1]([C:3]1[C:7]([C:8]([N:10]([O:12][CH3:13])[CH3:11])=[O:9])=[CH:6][N:5]([CH2:14][C:15]2[CH:20]=[CH:19][C:18]([O:21][CH3:22])=[CH:17][CH:16]=2)[N:4]=1)=[O:2].[CH:23]([Mg]Br)([CH3:25])[CH3:24]. The catalyst is C1COCC1. The product is [CH3:22][O:21][C:18]1[CH:17]=[CH:16][C:15]([CH2:14][N:5]2[CH:6]=[C:7]([C:8]([N:10]([O:12][CH3:13])[CH3:11])=[O:9])[C:3]([CH:1]([OH:2])[CH:23]([CH3:25])[CH3:24])=[N:4]2)=[CH:20][CH:19]=1. The yield is 0.570.